This data is from Forward reaction prediction with 1.9M reactions from USPTO patents (1976-2016). The task is: Predict the product of the given reaction. (1) Given the reactants [F:1][C:2]1[CH:7]=[CH:6][CH:5]=[CH:4][C:3]=1[NH2:8].[Li+].C[Si]([N-][Si](C)(C)C)(C)C.F[C:20]1[CH:25]=[C:24]([F:26])[CH:23]=[CH:22][C:21]=1[N+:27]([O-:29])=[O:28], predict the reaction product. The product is: [F:26][C:24]1[CH:23]=[CH:22][C:21]([N+:27]([O-:29])=[O:28])=[C:20]([NH:8][C:3]2[CH:4]=[CH:5][CH:6]=[CH:7][C:2]=2[F:1])[CH:25]=1. (2) Given the reactants [C:1]([O:5][C:6]([N:8]1[CH2:13][CH2:12][CH:11]([C:14]([OH:16])=O)[CH2:10][CH2:9]1)=[O:7])([CH3:4])([CH3:3])[CH3:2].C(N(CC)C(C)C)(C)C.O.ON1C2C=CC=CC=2N=N1.Cl.CN(C)CCCN=C=NCC.Cl.[CH3:50][O:51][NH:52][CH3:53], predict the reaction product. The product is: [C:1]([O:5][C:6]([N:8]1[CH2:9][CH2:10][CH:11]([C:14](=[O:16])[N:52]([O:51][CH3:50])[CH3:53])[CH2:12][CH2:13]1)=[O:7])([CH3:2])([CH3:3])[CH3:4].